From a dataset of Reaction yield outcomes from USPTO patents with 853,638 reactions. Predict the reaction yield, written as a fraction of the theoretical maximum amount of product (1.0 means a 100% yield; for example, 0.34 means a 34% yield). (1) The yield is 0.550. The reactants are [CH3:1][O:2][C:3](=[O:8])[CH:4]([CH3:7])[CH:5]=[CH2:6].[CH3:9][C:10]1[CH:19]=[C:18]([CH2:20][O:21][C:22]2[CH:30]=[CH:29][C:25]([CH:26]=[N:27][OH:28])=[CH:24][CH:23]=2)[C:17]2[C:12](=[CH:13][CH:14]=[CH:15][CH:16]=2)[N:11]=1. The product is [CH3:1][O:2][C:3](=[O:8])[CH:4]([CH:5]1[O:28][N:27]=[C:26]([C:25]2[CH:24]=[CH:23][C:22]([O:21][CH2:20][C:18]3[C:17]4[C:12](=[CH:13][CH:14]=[CH:15][CH:16]=4)[N:11]=[C:10]([CH3:9])[CH:19]=3)=[CH:30][CH:29]=2)[CH2:6]1)[CH3:7]. No catalyst specified. (2) The reactants are [CH:1]1([N:7]([CH:19]2[CH2:24][CH2:23][CH2:22][CH2:21][CH2:20]2)[C:8](=[O:18])[NH:9][C:10]2[S:11][CH:12]=[C:13]([C:15](O)=[O:16])[N:14]=2)[CH2:6][CH2:5][CH2:4][CH2:3][CH2:2]1.[NH:25]1[CH2:30][CH2:29][O:28][CH2:27][CH2:26]1. No catalyst specified. The product is [CH:1]1([N:7]([CH:19]2[CH2:20][CH2:21][CH2:22][CH2:23][CH2:24]2)[C:8]([NH:9][C:10]2[S:11][CH:12]=[C:13]([C:15]([N:25]3[CH2:30][CH2:29][O:28][CH2:27][CH2:26]3)=[O:16])[N:14]=2)=[O:18])[CH2:6][CH2:5][CH2:4][CH2:3][CH2:2]1. The yield is 0.240. (3) The yield is 0.830. The product is [CH3:14][N:15]1[CH:19]=[C:18]([C:2]2[CH:3]=[C:4]3[C:8](=[CH:9][CH:10]=2)[NH:7][CH:6]=[C:5]3[CH2:11][C:12]#[N:13])[CH:17]=[N:16]1. The reactants are Br[C:2]1[CH:3]=[C:4]2[C:8](=[CH:9][CH:10]=1)[NH:7][CH:6]=[C:5]2[CH2:11][C:12]#[N:13].[CH3:14][N:15]1[CH:19]=[C:18](B2OC(C)(C)C(C)(C)O2)[CH:17]=[N:16]1.C([O-])([O-])=O.[K+].[K+]. The catalyst is O1CCOCC1.O.C1C=CC(P(C2C=CC=CC=2)[C-]2C=CC=C2)=CC=1.C1C=CC(P(C2C=CC=CC=2)[C-]2C=CC=C2)=CC=1.Cl[Pd]Cl.[Fe+2]. (4) The reactants are CN1C(=O)C2NC(CC(C)C(OCC)=O)=NC=2N(C)C1=O.[CH3:22][N:23]1[C:31](=[O:32])[C:30]2[NH:29][C:28]([CH:33]([CH3:40])[CH2:34][C:35]([O:37][CH2:38][CH3:39])=[O:36])=[N:27][C:26]=2[N:25]([CH3:41])[C:24]1=[O:42].C(=O)([O-])[O-].[K+].[K+].[Br:49][C:50]1[CH:55]=[CH:54][CH:53]=[C:52]([CH2:56]Br)[CH:51]=1. The catalyst is CN(C=O)C.O. The product is [Br:49][C:50]1[CH:51]=[C:52]([CH:53]=[CH:54][CH:55]=1)[CH2:56][N:29]1[C:30]2[C:31](=[O:32])[N:23]([CH3:22])[C:24](=[O:42])[N:25]([CH3:41])[C:26]=2[N:27]=[C:28]1[CH:33]([CH3:40])[CH2:34][C:35]([O:37][CH2:38][CH3:39])=[O:36]. The yield is 0.160. (5) The reactants are [CH3:1][C@@H:2]1[CH2:6][CH2:5][C:4](=C(C)C)[CH:3]1[C:10]([O:12][CH2:13][CH3:14])=[O:11].C(=O)=[O:16].C(O)(C)C. The catalyst is C(OCC)(=O)C. The product is [CH3:1][C@@H:2]1[CH2:6][CH2:5][C:4](=[O:16])[CH:3]1[C:10]([O:12][CH2:13][CH3:14])=[O:11]. The yield is 0.960. (6) The reactants are [NH2:1][C:2]1[CH:10]=[C:9]([C:11]([F:14])([F:13])[F:12])[CH:8]=[CH:7][C:3]=1[C:4]([OH:6])=O.N1[CH:19]=[CH:18]N=C1.C(Cl)(=O)C.Cl.[NH2:25][CH:26]1[CH2:31][CH2:30][C:29](=[O:32])[NH:28][C:27]1=[O:33].P(OC1C=CC=CC=1)(OC1C=CC=CC=1)OC1C=CC=CC=1. The catalyst is C(#N)C.CS(C)=O.O. The product is [CH3:18][C:19]1[N:25]([CH:26]2[CH2:31][CH2:30][C:29](=[O:32])[NH:28][C:27]2=[O:33])[C:4](=[O:6])[C:3]2[C:2](=[CH:10][C:9]([C:11]([F:14])([F:13])[F:12])=[CH:8][CH:7]=2)[N:1]=1. The yield is 0.240. (7) The reactants are [Cl:1][C:2]1[CH:34]=[CH:33][CH:32]=[CH:31][C:3]=1[CH2:4][N:5]([CH2:29][CH3:30])[C:6](=[O:28])[CH2:7][O:8][C:9]1[CH:14]=[CH:13][C:12]([CH2:15][CH2:16][S:17][C:18]2[CH:27]=[CH:26][CH:25]=[CH:24][C:19]=2[C:20]([O:22]C)=[O:21])=[CH:11][CH:10]=1.O.[OH-].[Li+]. The product is [Cl:1][C:2]1[CH:34]=[CH:33][CH:32]=[CH:31][C:3]=1[CH2:4][N:5]([CH2:29][CH3:30])[C:6](=[O:28])[CH2:7][O:8][C:9]1[CH:10]=[CH:11][C:12]([CH2:15][CH2:16][S:17][C:18]2[CH:27]=[CH:26][CH:25]=[CH:24][C:19]=2[C:20]([OH:22])=[O:21])=[CH:13][CH:14]=1. The catalyst is C1COCC1. The yield is 0.955. (8) The catalyst is CO.S([O-])([O-])(=O)=O.[Ag+2]. The yield is 0.430. The product is [I:11][C:10]1[CH:9]=[C:8]2[C:4]([CH2:5][CH2:6][CH2:7]2)=[CH:3][C:2]=1[NH2:1]. The reactants are [NH2:1][C:2]1[CH:3]=[C:4]2[C:8](=[CH:9][CH:10]=1)[CH2:7][CH2:6][CH2:5]2.[I-:11]. (9) The reactants are [C:1]([C:5]1[CH:6]=[C:7]([C:16]2[N:17]=[C:18]([C:21]3([NH:27][C:28](=O)OCC4C5C=CC=CC=5C5C4=CC=CC=5)[CH2:26][CH2:25][O:24][CH2:23][CH2:22]3)[S:19][CH:20]=2)[CH:8]=[C:9]([C:12]([CH3:15])([CH3:14])[CH3:13])[C:10]=1[OH:11])([CH3:4])([CH3:3])[CH3:2].C=O.[BH4-].[Na+].[ClH:49]. The catalyst is CO.O.CCOCC. The product is [ClH:49].[C:12]([C:9]1[CH:8]=[C:7]([C:16]2[N:17]=[C:18]([C:21]3([NH:27][CH3:28])[CH2:26][CH2:25][O:24][CH2:23][CH2:22]3)[S:19][CH:20]=2)[CH:6]=[C:5]([C:1]([CH3:4])([CH3:3])[CH3:2])[C:10]=1[OH:11])([CH3:15])([CH3:14])[CH3:13]. The yield is 0.211. (10) The reactants are I[C:2]1[CH:7]=[CH:6][C:5]([C:8]2[CH:13]=[CH:12][C:11]([I:14])=[CH:10][CH:9]=2)=[CH:4][CH:3]=1.[CH:15]1[C:27]2[NH:26][C:25]3[C:20](=[CH:21][CH:22]=[CH:23][CH:24]=3)[C:19]=2[CH:18]=[CH:17][CH:16]=1.C1OCCOCCOCCOCCOCCOC1.C(=O)([O-])[O-].[K+].[K+]. The catalyst is [Cu]I.O.CN1CCCN(C)C1=O. The product is [I:14][C:11]1[CH:12]=[CH:13][C:8]([C:5]2[CH:6]=[CH:7][C:2]([N:26]3[C:27]4[CH:15]=[CH:16][CH:17]=[CH:18][C:19]=4[C:20]4[C:25]3=[CH:24][CH:23]=[CH:22][CH:21]=4)=[CH:3][CH:4]=2)=[CH:9][CH:10]=1. The yield is 0.890.